From a dataset of Reaction yield outcomes from USPTO patents with 853,638 reactions. Predict the reaction yield, written as a fraction of the theoretical maximum amount of product (1.0 means a 100% yield; for example, 0.34 means a 34% yield). (1) The reactants are [Cl:1][C:2]1[CH:7]=[CH:6][CH:5]=[CH:4][C:3]=1[C:8]([C:16]1[CH:21]=[CH:20][CH:19]=[CH:18][CH:17]=1)([C:10]1[CH:15]=[CH:14][CH:13]=[CH:12][CH:11]=1)O.S(Cl)([Cl:24])=O. No catalyst specified. The product is [Cl:1][C:2]1[CH:7]=[CH:6][CH:5]=[CH:4][C:3]=1[C:8]([C:16]1[CH:21]=[CH:20][CH:19]=[CH:18][CH:17]=1)([C:10]1[CH:15]=[CH:14][CH:13]=[CH:12][CH:11]=1)[Cl:24]. The yield is 0.820. (2) The reactants are Br[C:2]1[CH:3]=[C:4]([C:9]2[N:10]=[C:11]([CH:21]([CH3:23])[CH3:22])[NH:12][C:13]=2[C:14]2[CH:19]=[CH:18][CH:17]=[C:16]([CH3:20])[N:15]=2)[CH:5]=[CH:6][C:7]=1[F:8].[CH2:24](N(CC)CC)[CH3:25].C[Si](C#C)(C)C.C(=O)([O-])[O-].[K+].[K+]. The catalyst is O1CCCC1.[Cu]I.C1C=CC(P(C2C=CC=CC=2)C2C=CC=CC=2)=CC=1.C1C=CC(P(C2C=CC=CC=2)C2C=CC=CC=2)=CC=1.Cl[Pd]Cl.C(OCC)(=O)C. The product is [C:24]([C:2]1[CH:3]=[C:4]([C:9]2[N:10]=[C:11]([CH:21]([CH3:23])[CH3:22])[NH:12][C:13]=2[C:14]2[CH:19]=[CH:18][CH:17]=[C:16]([CH3:20])[N:15]=2)[CH:5]=[CH:6][C:7]=1[F:8])#[CH:25]. The yield is 0.800.